Dataset: Forward reaction prediction with 1.9M reactions from USPTO patents (1976-2016). Task: Predict the product of the given reaction. The product is: [CH3:25][N:26]1[CH2:27][CH2:28][N:29]([C:32]2[CH:37]=[CH:36][C:35]([NH:38][CH:2]=[C:3]3[C:11]4[C:6](=[CH:7][CH:8]=[C:9]([C:12]([C:14]5[CH:19]=[CH:18][C:17]([NH:20][C:21](=[O:23])[CH3:22])=[CH:16][CH:15]=5)=[O:13])[CH:10]=4)[NH:5][C:4]3=[O:24])=[CH:34][CH:33]=2)[CH2:30][CH2:31]1. Given the reactants O[CH:2]=[C:3]1[C:11]2[C:6](=[CH:7][CH:8]=[C:9]([C:12]([C:14]3[CH:19]=[CH:18][C:17]([NH:20][C:21](=[O:23])[CH3:22])=[CH:16][CH:15]=3)=[O:13])[CH:10]=2)[NH:5][C:4]1=[O:24].[CH3:25][N:26]1[CH2:31][CH2:30][N:29]([C:32]2[CH:37]=[CH:36][C:35]([NH2:38])=[CH:34][CH:33]=2)[CH2:28][CH2:27]1, predict the reaction product.